The task is: Predict the reactants needed to synthesize the given product.. This data is from Full USPTO retrosynthesis dataset with 1.9M reactions from patents (1976-2016). Given the product [N:25]([CH2:19][CH:4]1[O:3][C:2](=[O:1])[N:6]([C:7]2[CH:8]=[CH:9][C:10]3[C:16](=[O:17])[CH2:15][CH2:14][CH2:13][O:12][C:11]=3[CH:18]=2)[CH2:5]1)=[N+:26]=[N-:27], predict the reactants needed to synthesize it. The reactants are: [O:1]=[C:2]1[N:6]([C:7]2[CH:8]=[CH:9][C:10]3[C:16](=[O:17])[CH2:15][CH2:14][CH2:13][O:12][C:11]=3[CH:18]=2)[CH2:5][CH:4]([CH2:19]OS(C)(=O)=O)[O:3]1.[N-:25]=[N+:26]=[N-:27].[Na+].CN(C=O)C.